The task is: Predict the reaction yield, written as a fraction of the theoretical maximum amount of product (1.0 means a 100% yield; for example, 0.34 means a 34% yield).. This data is from Reaction yield outcomes from USPTO patents with 853,638 reactions. The reactants are Cl.[NH:2]1[CH2:7][CH2:6][C:5](=[O:8])[CH2:4][CH2:3]1.CCN(CC)CC.Cl[C:17]1[S:21][N:20]=[C:19]([CH3:22])[N:18]=1. The catalyst is CCO. The product is [CH3:22][C:19]1[N:18]=[C:17]([N:2]2[CH2:7][CH2:6][C:5](=[O:8])[CH2:4][CH2:3]2)[S:21][N:20]=1. The yield is 0.0860.